From a dataset of Full USPTO retrosynthesis dataset with 1.9M reactions from patents (1976-2016). Predict the reactants needed to synthesize the given product. (1) Given the product [Br:18][C:19]1[C:27]2[NH:26][C:25]([N:7]3[CH2:6][CH2:5][N:4]([C:8]4[C:13]([C:14]([F:17])([F:15])[F:16])=[CH:12][CH:11]=[CH:10][N:9]=4)[CH2:3][C@H:2]3[CH3:1])=[N:24][C:23]=2[CH:22]=[C:21]([C:29]([F:32])([F:31])[F:30])[CH:20]=1, predict the reactants needed to synthesize it. The reactants are: [CH3:1][C@H:2]1[NH:7][CH2:6][CH2:5][N:4]([C:8]2[C:13]([C:14]([F:17])([F:16])[F:15])=[CH:12][CH:11]=[CH:10][N:9]=2)[CH2:3]1.[Br:18][C:19]1[C:27]2[N:26]=[C:25](Cl)[NH:24][C:23]=2[CH:22]=[C:21]([C:29]([F:32])([F:31])[F:30])[CH:20]=1. (2) Given the product [CH3:1][C:2]1([CH3:16])[CH:7]=[CH:6][CH2:5][C:4]([CH3:13])([CH2:8][CH:9]=[C:10]([CH3:12])[CH3:11])[C:3]1=[O:14], predict the reactants needed to synthesize it. The reactants are: [CH3:1][C:2]1[C:3](=[O:14])[C:4]([CH3:13])([CH2:8][CH:9]=[C:10]([CH3:12])[CH3:11])[CH2:5][CH2:6][CH:7]=1.[Li+].[CH3:16]C([N-]C(C)C)C.CI. (3) Given the product [N+:16]([C:13]1[CH:14]=[CH:15][C:10]([C:9]2[N:8]=[C:7]3[N:6]([CH2:20][C:21]([F:24])([F:23])[F:22])[N:5]=[CH:4][C:3]3=[C:1]([OH:25])[N:2]=2)=[CH:11][CH:12]=1)([O-:18])=[O:17], predict the reactants needed to synthesize it. The reactants are: [C:1]([C:3]1[CH:4]=[N:5][N:6]([CH2:20][C:21]([F:24])([F:23])[F:22])[C:7]=1[NH:8][C:9](=O)[C:10]1[CH:15]=[CH:14][C:13]([N+:16]([O-:18])=[O:17])=[CH:12][CH:11]=1)#[N:2].[OH-:25].[Na+].OO.